This data is from Forward reaction prediction with 1.9M reactions from USPTO patents (1976-2016). The task is: Predict the product of the given reaction. (1) Given the reactants [C:1](=[N:14][NH2:15])([C:8]1[CH:13]=[CH:12][CH:11]=[CH:10][CH:9]=1)[C:2]1[CH:7]=[CH:6][CH:5]=[CH:4][CH:3]=1.[F:16][CH:17]([F:21])[C:18]([CH3:20])=O.C([O-])(O)=O.[Na+], predict the reaction product. The product is: [F:16][CH:17]([F:21])[C:18](=[N:15][N:14]=[C:1]([C:8]1[CH:9]=[CH:10][CH:11]=[CH:12][CH:13]=1)[C:2]1[CH:7]=[CH:6][CH:5]=[CH:4][CH:3]=1)[CH3:20]. (2) Given the reactants C1CCN(C(/N=N/C(N2CCCCC2)=O)=O)CC1.[CH3:19][O:20][C:21]([C:23]1[N:24]=[C:25]([CH3:35])[S:26][C:27]=1[C:28]1[CH:33]=[CH:32][CH:31]=[C:30]([OH:34])[CH:29]=1)=[O:22].[CH3:36][O:37][CH2:38][CH2:39]O.C(P(CCCC)CCCC)CCC, predict the reaction product. The product is: [CH3:19][O:20][C:21]([C:23]1[N:24]=[C:25]([CH3:35])[S:26][C:27]=1[C:28]1[CH:33]=[CH:32][CH:31]=[C:30]([O:34][CH2:39][CH2:38][O:37][CH3:36])[CH:29]=1)=[O:22]. (3) Given the reactants Cl.[CH3:2][O:3][C:4]1[CH:5]=[C:6]2[C:11](=[C:12]([N:14]3[CH2:19][CH2:18][N:17]([CH3:20])[CH2:16][CH2:15]3)[CH:13]=1)[O:10][CH:9]([C:21](O)=[O:22])[CH2:8][CH2:7]2.[CH3:24][N:25]([CH3:41])[C:26]([N:28]1[CH2:33][CH2:32][N:31]([C:34]2[CH:39]=[CH:38][C:37]([NH2:40])=[CH:36][CH:35]=2)[CH2:30][CH2:29]1)=[O:27], predict the reaction product. The product is: [CH3:2][O:3][C:4]1[CH:5]=[C:6]2[C:11](=[C:12]([N:14]3[CH2:15][CH2:16][N:17]([CH3:20])[CH2:18][CH2:19]3)[CH:13]=1)[O:10][CH:9]([C:21]([NH:40][C:37]1[CH:38]=[CH:39][C:34]([N:31]3[CH2:30][CH2:29][N:28]([C:26]([N:25]([CH3:41])[CH3:24])=[O:27])[CH2:33][CH2:32]3)=[CH:35][CH:36]=1)=[O:22])[CH2:8][CH2:7]2. (4) Given the reactants [Si:1]([O:8][CH2:9][CH2:10][C:11]1[C:12]([Cl:21])=[N:13][C:14]2[N:15]([N:18]=[CH:19][CH:20]=2)[C:16]=1Cl)([C:4]([CH3:7])([CH3:6])[CH3:5])([CH3:3])[CH3:2].C(N(CC)CC)C.[CH3:29][O:30][CH2:31][CH2:32][O:33][C:34]1[CH:39]=[CH:38][C:37]([NH2:40])=[CH:36][CH:35]=1, predict the reaction product. The product is: [Si:1]([O:8][CH2:9][CH2:10][C:11]1[C:12]([Cl:21])=[N:13][C:14]2[N:15]([N:18]=[CH:19][CH:20]=2)[C:16]=1[NH:40][C:37]1[CH:36]=[CH:35][C:34]([O:33][CH2:32][CH2:31][O:30][CH3:29])=[CH:39][CH:38]=1)([C:4]([CH3:7])([CH3:6])[CH3:5])([CH3:3])[CH3:2]. (5) Given the reactants [Br:1][C:2]1[C:3]([NH:12][C:13](=O)[CH2:14][O:15][CH3:16])=[C:4]([CH:9]=[CH:10][CH:11]=1)[C:5]([NH:7][CH3:8])=[O:6].S(=O)(=O)(O)O, predict the reaction product. The product is: [Br:1][C:2]1[CH:11]=[CH:10][CH:9]=[C:4]2[C:3]=1[N:12]=[C:13]([CH2:14][O:15][CH3:16])[N:7]([CH3:8])[C:5]2=[O:6]. (6) Given the reactants [CH3:1][C:2]1[CH:3]=[C:4]([S:8][CH2:9][C:10]([C:12]2[CH:13]=[N:14][CH:15]=[CH:16][CH:17]=2)=O)[CH:5]=[CH:6][CH:7]=1.O.[OH-].[Na+], predict the reaction product. The product is: [CH3:1][C:2]1[CH:7]=[CH:6][C:5]2[C:10]([C:12]3[CH:13]=[N:14][CH:15]=[CH:16][CH:17]=3)=[CH:9][S:8][C:4]=2[CH:3]=1. (7) Given the reactants [C:1]([O:7][CH2:8][CH3:9])(=[O:6])[CH2:2][C:3]([CH3:5])=O.[Br:10][C:11]1[CH:18]=[CH:17][CH:16]=[CH:15][C:12]=1[CH:13]=O.[CH3:19][O:20][C:21](=[O:26])/[CH:22]=[C:23](\[NH2:25])/[CH3:24].CC(O)=O, predict the reaction product. The product is: [Br:10][C:11]1[CH:18]=[CH:17][CH:16]=[CH:15][C:12]=1[CH:13]1[C:22]([C:21]([O:20][CH3:19])=[O:26])=[C:23]([CH3:24])[NH:25][C:3]([CH3:5])=[C:2]1[C:1]([O:7][CH2:8][CH3:9])=[O:6].